This data is from Forward reaction prediction with 1.9M reactions from USPTO patents (1976-2016). The task is: Predict the product of the given reaction. (1) Given the reactants Br[C:2]1[S:6][C:5]([S:7]([NH:10][C@@H:11]([CH2:23][N:24]([CH3:26])[CH3:25])[CH2:12][C:13]([O:15][CH2:16][C:17]2[CH:22]=[CH:21][CH:20]=[CH:19][CH:18]=2)=[O:14])(=[O:9])=[O:8])=[CH:4][CH:3]=1.[C:27]([C:29]1[CH:30]=[C:31]([CH3:35])[CH:32]=[CH:33][CH:34]=1)#[CH:28].C(N(CC)CC)C, predict the reaction product. The product is: [CH3:25][N:24]([CH3:26])[CH2:23][C@H:11]([NH:10][S:7]([C:5]1[S:6][C:2]([C:28]#[C:27][C:29]2[CH:30]=[C:31]([CH3:35])[CH:32]=[CH:33][CH:34]=2)=[CH:3][CH:4]=1)(=[O:9])=[O:8])[CH2:12][C:13]([O:15][CH2:16][C:17]1[CH:22]=[CH:21][CH:20]=[CH:19][CH:18]=1)=[O:14]. (2) The product is: [C:52]([O:51][C:50](=[O:56])[NH:49][CH2:48][CH2:47][O:46][CH2:45][CH2:44][O:43][CH2:42][CH2:41][O:40][CH2:57][CH2:58][O:19][C:16]1[CH:17]=[CH:18][C:13]2[N:12]3[C:20]([CH3:23])=[N:21][N:22]=[C:11]3[C@H:10]([CH2:24][C:25]([NH:27][CH2:28][CH3:29])=[O:26])[N:9]=[C:8]([C:5]3[CH:6]=[CH:7][C:2]([Cl:1])=[CH:3][CH:4]=3)[C:14]=2[CH:15]=1)([CH3:55])([CH3:54])[CH3:53]. Given the reactants [Cl:1][C:2]1[CH:7]=[CH:6][C:5]([C:8]2[C:14]3[CH:15]=[C:16]([OH:19])[CH:17]=[CH:18][C:13]=3[N:12]3[C:20]([CH3:23])=[N:21][N:22]=[C:11]3[C@H:10]([CH2:24][C:25]([NH:27][CH2:28][CH3:29])=[O:26])[N:9]=2)=[CH:4][CH:3]=1.C(=O)([O-])[O-].[K+].[K+].CS([O:40][CH2:41][CH2:42][O:43][CH2:44][CH2:45][O:46][CH2:47][CH2:48][NH:49][C:50](=[O:56])[O:51][C:52]([CH3:55])([CH3:54])[CH3:53])(=O)=O.[C:57](#N)[CH3:58], predict the reaction product. (3) Given the reactants [CH3:1][O:2][C:3]1[CH:4]=[CH:5][C:6]([C:10]([O:12]C)=[O:11])=[N:7][C:8]=1[CH3:9].O.[Li+].[OH-].C(OCC)(=O)C, predict the reaction product. The product is: [CH3:1][O:2][C:3]1[CH:4]=[CH:5][C:6]([C:10]([OH:12])=[O:11])=[N:7][C:8]=1[CH3:9]. (4) Given the reactants C([O:8][C:9]([C:11]1([NH:17][C:18]([C@@H:20]2[CH2:24][CH2:23][CH2:22][O:21]2)=[O:19])[CH2:16][CH2:15][CH2:14][CH2:13][CH2:12]1)=[O:10])C1C=CC=CC=1, predict the reaction product. The product is: [O:21]1[CH2:22][CH2:23][CH2:24][C@H:20]1[C:18]([NH:17][C:11]1([C:9]([OH:10])=[O:8])[CH2:12][CH2:13][CH2:14][CH2:15][CH2:16]1)=[O:19].